From a dataset of Drug-target binding data from BindingDB using Ki measurements. Regression. Given a target protein amino acid sequence and a drug SMILES string, predict the binding affinity score between them. We predict pKi (pKi = -log10(Ki in M); higher means stronger inhibition). Dataset: bindingdb_ki. (1) The small molecule is Cc1c(S(=O)(=O)Nc2ccc3nccc(N4CCNCC4)c3c2)sc2ccc(Cl)cc12. The target protein (P28335) has sequence MVNLRNAVHSFLVHLIGLLVWQCDISVSPVAAIVTDIFNTSDGGRFKFPDGVQNWPALSIVIIIIMTIGGNILVIMAVSMEKKLHNATNYFLMSLAIADMLVGLLVMPLSLLAILYDYVWPLPRYLCPVWISLDVLFSTASIMHLCAISLDRYVAIRNPIEHSRFNSRTKAIMKIAIVWAISIGVSVPIPVIGLRDEEKVFVNNTTCVLNDPNFVLIGSFVAFFIPLTIMVITYCLTIYVLRRQALMLLHGHTEEPPGLSLDFLKCCKRNTAEEENSANPNQDQNARRRKKKERRPRGTMQAINNERKASKVLGIVFFVFLIMWCPFFITNILSVLCEKSCNQKLMEKLLNVFVWIGYVCSGINPLVYTLFNKIYRRAFSNYLRCNYKVEKKPPVRQIPRVAATALSGRELNVNIYRHTNEPVIEKASDNEPGIEMQVENLELPVNPSSVVSERISSV. The pKi is 5.6. (2) The drug is COCCCC/C(=N\OCCN)c1ccc(C(F)(F)F)cc1. The target is MLLARMKPQVQPELGGADQ. The pKi is 6.2. (3) The compound is CC(C)c1cccc2cc[n+](C)c(CCCc3c4c(C(C)C)cccc4cc[n+]3C)c12. The pKi is 6.2. The target protein (Q9H2S1) has sequence MSSCRYNGGVMRPLSNLSASRRNLHEMDSEAQPLQPPASVGGGGGASSPSAAAAAAAAVSSSAPEIVVSKPEHNNSNNLALYGTGGGGSTGGGGGGGGSGHGSSSGTKSSKKKNQNIGYKLGHRRALFEKRKRLSDYALIFGMFGIVVMVIETELSWGAYDKASLYSLALKCLISLSTIILLGLIIVYHAREIQLFMVDNGADDWRIAMTYERIFFICLEILVCAIHPIPGNYTFTWTARLAFSYAPSTTTADVDIILSIPMFLRLYLIARVMLLHSKLFTDASSRSIGALNKINFNTRFVMKTLMTICPGTVLLVFSISLWIIAAWTVRACERYHDQQDVTSNFLGAMWLISITFLSIGYGDMVPNTYCGKGVCLLTGIMGAGCTALVVAVVARKLELTKAEKHVHNFMMDTQLTKRVKNAAANVLRETWLIYKNTKLVKKIDHAKVRKHQRKFLQAIHQLRSVKMEQRKLNDQANTLVDLAKTQNIMYDMISDLNERS.... (4) The compound is CN[C@@H](C)C(=O)N[C@H]1Cc2ccccc2[C@H]2CC[C@@H](C(=O)N[C@H]3CCCc4ccccc43)N2C1=O. The target protein sequence is SLETLRFSISNLSMQTHAARMRTFMYWPSSVPVQPEQLASAGFYYVGRNDDVKCFCCDGGLRCWESGDDPWVEHAKWFPRCEFLIRMKGQEFVDEIQGRYPHLLEQLLSTS. The pKi is 6.8. (5) The small molecule is Nc1c(C(=O)[O-])nnn1[C@@H]1O[C@H](COP(=O)([O-])[O-])[C@@H](O)[C@H]1O. The target protein (P38024) has sequence MAPAASELKLGKKVNEGKTKEVYELPDIPGCVLMQSKDQITAGNAARKDRMEGKAAISNTTTSCVFQLLQEAGIKTAFVRKQSDTAFIAAHCEMIPIEWVCRRIATGSFLKRNPGVKEGYKFYPPKIEMFYKDDANNDPQWSEEQLIEAKFSFAGLTIGKTEVDIMARSTQAIFEILEKSWQPQNCTLVDLKIEFGVNILTKEIVLADVIDNDSWRLWPSGDRSQQKDKQSYRDLKEVTPEALQMVKRNFEWVAERVELLLKTKSQGRVVVLMGSTSDLGHCEKIKKACATFGIPCELRVTSAHKGPDETLRIKAEYEGDGIPTVFVAVAGRSNGLGPVMSGNTAYPVVNCPPLSSDWGAQDVWSSLRLPSGLGCPTTLSPEGAAQFAAQIFGLNNHLVWAKLRSNMLNTWISLKQADKKLRECTL. The pKi is 5.5. (6) The compound is Clc1cncc(OC[C@@H]2CN(CCN3CCc4ccccc43)CCO2)c1. The target protein (P51436) has sequence MGNSSATEDGGLLAGRGPESLGTGAGLGGAGAAALVGGVLLIGLVLAGNSLVCVSVASERTLQTPTNYFIVSLAAADLLLAVLVLPLFVYSEVQGGVWLLSPRLCDTLMAMDVMLCTASIFNLCAISVDRFVAVTVPLRYNQQGQCQLLLIAATWLLSAAVASPVVCGLNDVPGRDPAVCCLENRDYVVYSSVCSFFLPCPLMLLLYWATFRGLRRWEAARHTKLHSRAPRRPSGPGPPVSDPTQGPFFPDCPPPLPSLRTSPSDSSRPESELSQRPCSPGCLLADAALPQPPEPSSRRRRGAKITGRERKAMRVLPVVVGAFLVCWTPFFVVHITRALCPACFVSPRLVSAVTWLGYVNSALNPIIYTIFNAEFRSVFRKTLRLRC. The pKi is 7.0. (7) The drug is CC(C)C[C@H]1C(=O)NCN1C(=O)[C@H](Cc1ccccc1)NC(=O)CNC(=O)CNC(=O)[C@@H](N)Cc1ccc(O)cc1. The target protein sequence is MESPIQIFRGEPGPTCAPSACLLPNSSSWFPNWAESDSNGSVGSEDQQLEPAHISPAIPVIITAVYSVVFVVGLVGNSLVMFVIIRYTKMKTATNIYIFNLALADALVTTTMPFQSAVYLMNSWPFGDVLCKIVISIDYYNMFTSIFTLTMMSVDRYIAVCHPVKALDFRTPLKAKIINICIWLLASSVGISAIVLGGTKVREDVDVIECSLQFPDDEYSWWDLFMKICVFVFAFVIPVLIIIVCYTLMILRLKSVRLLSGSREKDRNLRRITKLVLVVVAVFIICWTPIHIFILVEALGSTSHSTAVLSSYYFCIALGYTNSSLNPVLYAFLDENFKRCFRDFCFPIKMRMERQSTNRVRNTVQDPASMRDVGGMNKPV. The pKi is 5.5. (8) The compound is CC(C)(C)NC(=O)[C@@H]1C[C@@H]2CCCC[C@@H]2CN1C[C@@H](O)[C@H](Cc1ccccc1)NC(=O)[C@H](CC(N)=O)NC(=O)c1ccc2ccccc2n1. The target protein sequence is PQITLWQRPLVTVKIGGQLKEALLDTGADDTVLEDINLPGKWKPKMIGGIGGFIKVRQYDQILIEICGKKAIGTVLVGPTPVNIIGRNMLTQIGCTLNF. The pKi is 8.7.